This data is from Reaction yield outcomes from USPTO patents with 853,638 reactions. The task is: Predict the reaction yield, written as a fraction of the theoretical maximum amount of product (1.0 means a 100% yield; for example, 0.34 means a 34% yield). (1) The yield is 0.790. The catalyst is O1CCCC1.O.C(OCC)(=O)C. The reactants are C[Si](C)(C)[N-][Si](C)(C)C.[Li+].Br[CH2:12][CH2:13][C@:14]1([CH2:28][O:29][CH3:30])[CH2:18][N:17]([C@@H:19]([C:21]2[CH:26]=[CH:25][CH:24]=[CH:23][CH:22]=2)[CH3:20])[C:16](=[O:27])[CH2:15]1.Cl[C:32]([O:34][CH3:35])=[O:33].C(O)(=O)CC(CC(O)=O)(C(O)=O)O. The product is [CH3:35][O:34][C:32]([C@@:15]12[CH2:12][CH2:13][C@:14]1([CH2:28][O:29][CH3:30])[CH2:18][N:17]([C@@H:19]([C:21]1[CH:26]=[CH:25][CH:24]=[CH:23][CH:22]=1)[CH3:20])[C:16]2=[O:27])=[O:33]. (2) The yield is 0.740. The reactants are [CH:1]([C:3]1[CH:20]=[CH:19][C:6]([O:7][CH:8]2[CH2:11][N:10]([C:12]([O:14][C:15]([CH3:18])([CH3:17])[CH3:16])=[O:13])[CH2:9]2)=[CH:5][C:4]=1[CH3:21])=O.[CH3:22][C:23]1([CH2:29][OH:30])[CH2:28][CH2:27][NH:26][CH2:25][CH2:24]1.CCN(C(C)C)C(C)C.C(O[BH-](OC(=O)C)OC(=O)C)(=O)C.[Na+]. The product is [OH:30][CH2:29][C:23]1([CH3:22])[CH2:28][CH2:27][N:26]([CH2:1][C:3]2[CH:20]=[CH:19][C:6]([O:7][CH:8]3[CH2:11][N:10]([C:12]([O:14][C:15]([CH3:18])([CH3:17])[CH3:16])=[O:13])[CH2:9]3)=[CH:5][C:4]=2[CH3:21])[CH2:25][CH2:24]1. The catalyst is C(Cl)Cl. (3) The reactants are Cl[C:2]1[CH:3]=[CH:4][C:5]2[N:11]3[CH2:12][C@H:8]([CH2:9][CH2:10]3)[N:7]([C:13]([NH:15][C:16]3[CH:21]=[N:20][CH:19]=[CH:18][N:17]=3)=[O:14])[C:6]=2[N:22]=1.[CH2:23]([O:25][C:26]1[N:33]=[CH:32][C:31](B2OC(C)(C)C(C)(C)O2)=[CH:30][C:27]=1[C:28]#[N:29])[CH3:24].[O-]P([O-])([O-])=O.[K+].[K+].[K+].CC(C1C=C(C(C)C)C(C2C=CC=CC=2P(C2CCCCC2)C2CCCCC2)=C(C(C)C)C=1)C. The catalyst is O1CCOCC1.O.C1C=CC(/C=C/C(/C=C/C2C=CC=CC=2)=O)=CC=1.C1C=CC(/C=C/C(/C=C/C2C=CC=CC=2)=O)=CC=1.C1C=CC(/C=C/C(/C=C/C2C=CC=CC=2)=O)=CC=1.[Pd].[Pd]. The product is [C:28]([C:27]1[CH:30]=[C:31]([C:2]2[CH:3]=[CH:4][C:5]3[N:11]4[CH2:12][C@H:8]([CH2:9][CH2:10]4)[N:7]([C:13]([NH:15][C:16]4[CH:21]=[N:20][CH:19]=[CH:18][N:17]=4)=[O:14])[C:6]=3[N:22]=2)[CH:32]=[N:33][C:26]=1[O:25][CH2:23][CH3:24])#[N:29]. The yield is 0.315. (4) The reactants are C[O:2][C:3]1[CH:4]=[C:5]([CH:26]=[O:27])[C:6]2[O:10][C:9]([C:11]3[CH:16]=[CH:15][C:14]([O:17]C)=[CH:13][CH:12]=3)=[C:8]([C:19]3[CH:24]=[CH:23][CH:22]=[CH:21][CH:20]=3)[C:7]=2[CH:25]=1.C1CCCCC=1.B(F)(F)F.S(C)C.C([O-])(O)=O.[Na+]. The catalyst is C(Cl)Cl.CO. The product is [OH:2][C:3]1[CH:4]=[C:5]([CH:26]=[O:27])[C:6]2[O:10][C:9]([C:11]3[CH:12]=[CH:13][C:14]([OH:17])=[CH:15][CH:16]=3)=[C:8]([C:19]3[CH:24]=[CH:23][CH:22]=[CH:21][CH:20]=3)[C:7]=2[CH:25]=1. The yield is 0.270. (5) The reactants are [CH3:1][O:2][C:3](=[O:15])[C:4]1[C:5](=[C:10](I)[CH:11]=[CH:12][CH:13]=1)[C:6]([O:8][CH3:9])=[O:7].[CH3:16][N:17]([CH2:19][C:20]1[CH:25]=[CH:24][C:23]([NH2:26])=[C:22]([O:27][CH3:28])[CH:21]=1)[CH3:18].C1C=CC(P(C2C(C3C(P(C4C=CC=CC=4)C4C=CC=CC=4)=CC=C4C=3C=CC=C4)=C3C(C=CC=C3)=CC=2)C2C=CC=CC=2)=CC=1.C(=O)([O-])[O-].[Cs+].[Cs+]. The catalyst is C1(C)C=CC=CC=1.C(Cl)Cl.C1C=CC(/C=C/C(/C=C/C2C=CC=CC=2)=O)=CC=1.C1C=CC(/C=C/C(/C=C/C2C=CC=CC=2)=O)=CC=1.C1C=CC(/C=C/C(/C=C/C2C=CC=CC=2)=O)=CC=1.[Pd].[Pd]. The product is [CH3:1][O:2][C:3](=[O:15])[C:4]1[C:5](=[C:10]([NH:26][C:23]2[CH:24]=[CH:25][C:20]([CH2:19][N:17]([CH3:16])[CH3:18])=[CH:21][C:22]=2[O:27][CH3:28])[CH:11]=[CH:12][CH:13]=1)[C:6]([O:8][CH3:9])=[O:7]. The yield is 0.780. (6) The catalyst is CO.O. The product is [OH:1][CH2:2][C:3]1[CH:4]=[CH:5][C:6]([O:7][CH2:8][CH:9]([OH:11])[CH3:10])=[CH:12][CH:13]=1. The yield is 0.980. The reactants are [OH:1][CH2:2][C:3]1[CH:13]=[CH:12][C:6]([O:7][CH2:8][C:9](=[O:11])[CH3:10])=[CH:5][CH:4]=1.[BH4-].[Na+]. (7) The reactants are Cl[C:2]1[C:7]([C:8]([F:11])([F:10])[F:9])=[CH:6][N:5]=[C:4]([NH:12][C:13]2[CH:18]=[CH:17][C:16]([P:19]([CH3:22])([CH3:21])=[O:20])=[CH:15][CH:14]=2)[N:3]=1.C(N(CC)CC)C.[NH2:30][CH2:31][CH2:32][C:33]1[C:41]2[C:36](=[CH:37][CH:38]=[CH:39][CH:40]=2)[NH:35][CH:34]=1. The catalyst is C(O)C. The product is [CH3:21][P:19]([C:16]1[CH:17]=[CH:18][C:13]([NH:12][C:4]2[N:3]=[C:2]([NH:30][CH2:31][CH2:32][C:33]3[C:41]4[C:36](=[CH:37][CH:38]=[CH:39][CH:40]=4)[NH:35][CH:34]=3)[C:7]([C:8]([F:11])([F:10])[F:9])=[CH:6][N:5]=2)=[CH:14][CH:15]=1)([CH3:22])=[O:20]. The yield is 0.810. (8) The reactants are [CH3:1][O:2][C:3]1[CH:4]=[C:5]2[C:10](=[CH:11][CH:12]=1)[CH:9]=[C:8]([C:13]1[N:14]=[C:15]([C:24]([CH3:28])([CH3:27])[CH2:25][NH2:26])[NH:16][C:17]=1[C:18]1[CH:23]=[CH:22][N:21]=[CH:20][CH:19]=1)[CH:7]=[CH:6]2.[F:29][C:30]([F:37])([F:36])[CH2:31][S:32](Cl)(=[O:34])=[O:33]. No catalyst specified. The product is [F:29][C:30]([F:37])([F:36])[CH2:31][S:32]([NH:26][CH2:25][C:24]([C:15]1[NH:16][C:17]([C:18]2[CH:23]=[CH:22][N:21]=[CH:20][CH:19]=2)=[C:13]([C:8]2[CH:7]=[CH:6][C:5]3[C:10](=[CH:11][CH:12]=[C:3]([O:2][CH3:1])[CH:4]=3)[CH:9]=2)[N:14]=1)([CH3:28])[CH3:27])(=[O:34])=[O:33]. The yield is 0.430. (9) The reactants are [Br:1][C:2]1[CH:3]=[C:4]([C:8](=[O:16])[CH2:9][C:10]2[CH:15]=[CH:14][N:13]=[CH:12][CH:11]=2)[CH:5]=[CH:6][CH:7]=1.BrCBr.[C:20](=[S:22])=[S:21].[C:23]([O-])([O-])=O.[K+].[K+]. The catalyst is CS(C)=O. The product is [Br:1][C:2]1[CH:3]=[C:4]([C:8](=[O:16])[C:9](=[C:20]2[S:22][CH2:23][S:21]2)[C:10]2[CH:11]=[CH:12][N:13]=[CH:14][CH:15]=2)[CH:5]=[CH:6][CH:7]=1. The yield is 0.740.